Dataset: Full USPTO retrosynthesis dataset with 1.9M reactions from patents (1976-2016). Task: Predict the reactants needed to synthesize the given product. (1) Given the product [N:16]1[CH:25]=[CH:24][CH:23]=[C:22]2[C:17]=1[C:18]1[N:28]3[CH2:29][CH2:30][N:31]([C:9]([O:11][C:12]([CH3:13])([CH3:14])[CH3:15])=[O:10])[C:27]3=[N:26][C:19]=1[CH:20]=[N:21]2, predict the reactants needed to synthesize it. The reactants are: [C:9](O[C:9]([O:11][C:12]([CH3:15])([CH3:14])[CH3:13])=[O:10])([O:11][C:12]([CH3:15])([CH3:14])[CH3:13])=[O:10].[N:16]1[CH:25]=[CH:24][CH:23]=[C:22]2[C:17]=1[C:18]1[N:28]3[CH2:29][CH2:30][NH:31][C:27]3=[N:26][C:19]=1[CH:20]=[N:21]2.O. (2) Given the product [N:1]([CH:25]([CH2:39][C:40]1[CH:41]=[CH:42][CH:43]=[CH:44][CH:45]=1)[CH2:26][CH2:27][CH2:28][C:29]1[CH:38]=[CH:37][CH:36]=[CH:35][C:30]=1[C:31]([O:33][CH3:34])=[O:32])=[N+:2]=[N-:3], predict the reactants needed to synthesize it. The reactants are: [N-:1]=[N+:2]=[N-:3].[Na+].C1OCCOCCOCCOCCOC1.CS(O[CH:25]([CH2:39][C:40]1[CH:45]=[CH:44][CH:43]=[CH:42][CH:41]=1)[CH2:26][CH2:27][CH2:28][C:29]1[CH:38]=[CH:37][CH:36]=[CH:35][C:30]=1[C:31]([O:33][CH3:34])=[O:32])(=O)=O.C(Cl)Cl. (3) Given the product [CH2:25]([O:24][P:23]([CH2:22][CH:21]([CH2:31][O:32][C:1](=[O:5])[C:2]([CH3:4])=[CH2:3])[CH2:20][P:15](=[O:19])([O:16][CH2:17][CH3:18])[O:14][CH2:12][CH3:13])(=[O:30])[O:27][CH2:28][CH3:29])[CH3:26], predict the reactants needed to synthesize it. The reactants are: [C:1](O[C:1](=[O:5])[C:2]([CH3:4])=[CH2:3])(=[O:5])[C:2]([CH3:4])=[CH2:3].[CH2:12]([O:14][P:15]([CH2:20][CH:21]([CH2:31][OH:32])[CH2:22][P:23](=[O:30])([O:27][CH2:28][CH3:29])[O:24][CH2:25][CH3:26])(=[O:19])[O:16][CH2:17][CH3:18])[CH3:13].C(N(CC)CC)C.O. (4) Given the product [NH2:23][CH2:22][C:21]1[CH:31]=[CH:32][C:18]([C:4]2[C:5]3[C:6]4[CH:16]=[C:15]([CH3:17])[S:14][C:7]=4[C:8](=[O:13])[NH:9][C:10]=3[CH:11]=[CH:12][C:3]=2[OH:2])=[CH:19][CH:20]=1, predict the reactants needed to synthesize it. The reactants are: C[O:2][C:3]1[CH:12]=[CH:11][C:10]2[NH:9][C:8](=[O:13])[C:7]3[S:14][C:15]([CH3:17])=[CH:16][C:6]=3[C:5]=2[C:4]=1[C:18]1[CH:32]=[CH:31][C:21]([CH2:22][NH:23]C(=O)OC(C)(C)C)=[CH:20][CH:19]=1.BrB(Br)Br.